This data is from Catalyst prediction with 721,799 reactions and 888 catalyst types from USPTO. The task is: Predict which catalyst facilitates the given reaction. (1) Reactant: [Cl:1][C:2]1[CH:15]=[CH:14][C:13]([F:16])=[CH:12][C:3]=1[O:4][C:5]1[CH:11]=[CH:10][C:8]([NH2:9])=[CH:7][CH:6]=1.N([O-])=O.[Na+].[N-:21]=[N+:22]=[N-].[Na+].CCOC(C)=O. Product: [N:9]([C:8]1[CH:7]=[CH:6][C:5]([O:4][C:3]2[CH:12]=[C:13]([F:16])[CH:14]=[CH:15][C:2]=2[Cl:1])=[CH:11][CH:10]=1)=[N+:21]=[N-:22]. The catalyst class is: 33. (2) Reactant: [F:1][C:2]1[CH:3]=[CH:4][C:5]2[CH2:6][C:7]3[C:12]([C:13]=2[C:14]=1[F:15])=[CH:11][C:10]([CH2:16][CH2:17][CH3:18])=[CH:9][CH:8]=3.[Li][CH2:20][CH2:21][CH2:22][CH3:23].B(OC)(OC)[O:25]C. Product: [CH2:20]([O:25][C:3]1[C:2]([F:1])=[C:14]([F:15])[C:13]2[C:12]3[C:7](=[CH:8][CH:9]=[C:10]([CH2:16][CH2:17][CH3:18])[CH:11]=3)[CH2:6][C:5]=2[CH:4]=1)[CH2:21][CH2:22][CH3:23]. The catalyst class is: 1. (3) Reactant: [N:1]([CH2:4][CH:5]([O:14][CH:15]([CH3:17])[CH3:16])[CH2:6][C:7]1[CH:12]=[CH:11][C:10]([Cl:13])=[CH:9][CH:8]=1)=[N+]=[N-].CP(C)C.O. Product: [Cl:13][C:10]1[CH:9]=[CH:8][C:7]([CH2:6][CH:5]([O:14][CH:15]([CH3:17])[CH3:16])[CH2:4][NH2:1])=[CH:12][CH:11]=1. The catalyst class is: 1. (4) Reactant: [Br:1][C:2]1[CH:3]=[C:4]([CH:10]=[CH:11][CH:12]=1)[O:5][CH2:6][C:7](Cl)=[O:8].C(N(CC)CC)C.[CH:20]1([NH2:23])[CH2:22][CH2:21]1. Product: [Br:1][C:2]1[CH:3]=[C:4]([CH:10]=[CH:11][CH:12]=1)[O:5][CH2:6][C:7]([NH:23][CH:20]1[CH2:22][CH2:21]1)=[O:8]. The catalyst class is: 34. (5) Reactant: [N+:1]([C:4]1[CH:35]=[CH:34][C:7]([O:8][CH2:9][CH2:10][CH2:11][CH2:12][Si:13]([CH3:33])([CH3:32])[O:14][Si:15]([CH2:18][CH2:19][CH2:20][CH2:21][O:22][C:23]2[CH:28]=[CH:27][C:26]([N+:29]([O-])=O)=[CH:25][CH:24]=2)([CH3:17])[CH3:16])=[CH:6][CH:5]=1)([O-])=O.[H][H]. Product: [NH2:1][C:4]1[CH:35]=[CH:34][C:7]([O:8][CH2:9][CH2:10][CH2:11][CH2:12][Si:13]([CH3:33])([CH3:32])[O:14][Si:15]([CH2:18][CH2:19][CH2:20][CH2:21][O:22][C:23]2[CH:24]=[CH:25][C:26]([NH2:29])=[CH:27][CH:28]=2)([CH3:16])[CH3:17])=[CH:6][CH:5]=1. The catalyst class is: 45.